From a dataset of Full USPTO retrosynthesis dataset with 1.9M reactions from patents (1976-2016). Predict the reactants needed to synthesize the given product. (1) Given the product [Cl:1][C:2]1[CH:3]=[C:4]([CH2:9][O:10][C:11]2[C:23]([F:24])=[CH:22][C:14]([C:15]([OH:17])=[O:16])=[C:13]([F:25])[CH:12]=2)[CH:5]=[N:6][C:7]=1[Cl:8], predict the reactants needed to synthesize it. The reactants are: [Cl:1][C:2]1[CH:3]=[C:4]([CH2:9][O:10][C:11]2[C:23]([F:24])=[CH:22][C:14]([C:15]([O:17]C(C)(C)C)=[O:16])=[C:13]([F:25])[CH:12]=2)[CH:5]=[N:6][C:7]=1[Cl:8].FC(F)(F)C(O)=O. (2) Given the product [O:9]=[C:6]1[C:5]2[CH:10]=[CH:11][C:2]([O:1][CH2:26][CH2:27][CH3:28])=[C:3]([CH2:12][N:13]3[CH2:14][CH2:15][N:16]([C:19]([O:21][C:22]([CH3:25])([CH3:24])[CH3:23])=[O:20])[CH2:17][CH2:18]3)[C:4]=2[O:8][CH2:7]1, predict the reactants needed to synthesize it. The reactants are: [OH:1][C:2]1[CH:11]=[CH:10][C:5]2[C:6](=[O:9])[CH2:7][O:8][C:4]=2[C:3]=1[CH2:12][N:13]1[CH2:18][CH2:17][N:16]([C:19]([O:21][C:22]([CH3:25])([CH3:24])[CH3:23])=[O:20])[CH2:15][CH2:14]1.[CH2:26](O)[CH2:27][CH3:28].C1(P(C2C=CC=CC=2)C2C=CC=CC=2)C=CC=CC=1.N(C(OCC)=O)=NC(OCC)=O. (3) Given the product [ClH:23].[N:8]1([C:6]2[O:7][C:3]([C:2]([F:21])([F:22])[F:1])=[N:4][N:5]=2)[CH2:13][CH2:12][NH:11][CH2:10][CH2:9]1, predict the reactants needed to synthesize it. The reactants are: [F:1][C:2]([F:22])([F:21])[C:3]1[O:7][C:6]([N:8]2[CH2:13][CH2:12][N:11](C(OC(C)(C)C)=O)[CH2:10][CH2:9]2)=[N:5][N:4]=1.[ClH:23].